The task is: Predict the reaction yield, written as a fraction of the theoretical maximum amount of product (1.0 means a 100% yield; for example, 0.34 means a 34% yield).. This data is from Reaction yield outcomes from USPTO patents with 853,638 reactions. (1) The reactants are [C:1]([C:5]1[CH:10]=[CH:9][CH:8]=[CH:7][CH:6]=1)(=O)[CH2:2][CH3:3].[Cl:11][C:12]1[N:17]=[CH:16][C:15]([C:18]([C:20]2[CH:25]=[CH:24][C:23]([O:26]C3CCCCO3)=[CH:22][CH:21]=2)=O)=[CH:14][CH:13]=1. The catalyst is C1COCC1.[Zn].Cl[Ti](Cl)(Cl)Cl. The product is [Cl:11][C:12]1[N:17]=[CH:16][C:15](/[C:18](/[C:20]2[CH:21]=[CH:22][C:23]([OH:26])=[CH:24][CH:25]=2)=[C:1](\[C:5]2[CH:10]=[CH:9][CH:8]=[CH:7][CH:6]=2)/[CH2:2][CH3:3])=[CH:14][CH:13]=1. The yield is 0.410. (2) The reactants are [NH2:1][C:2]1[NH:3][C:4](=[O:30])[C:5]2[S:10][C:9](=[O:11])[N:8]([C@@H:12]3[O:24][C@H:23]([CH2:25][O:26][C:27](=[O:29])[CH3:28])[C@@H:18]([O:19][C:20](=[O:22])[CH3:21])[C@H:13]3[O:14][C:15](=[O:17])[CH3:16])[C:6]=2[N:7]=1.C1(P(C2C=CC=CC=2)C2C=CC=CC=2)C=CC=CC=1.O[CH2:51][C:52]1[O:53][C:54](=[O:58])[O:55][C:56]=1[CH3:57].N(C(OCC)=O)=NC(OCC)=O. The catalyst is C1COCC1. The product is [NH2:1][C:2]1[N:3]=[C:4]([O:30][CH2:51][C:52]2[O:53][C:54](=[O:58])[O:55][C:56]=2[CH3:57])[C:5]2[S:10][C:9](=[O:11])[N:8]([C@@H:12]3[O:24][C@H:23]([CH2:25][O:26][C:27](=[O:29])[CH3:28])[C@@H:18]([O:19][C:20](=[O:22])[CH3:21])[C@H:13]3[O:14][C:15](=[O:17])[CH3:16])[C:6]=2[N:7]=1. The yield is 0.710. (3) The product is [CH:1]1([C:6]([C:8]2[CH:13]=[C:12]([CH3:14])[CH:11]=[CH:10][C:9]=2[NH:15][C:16]([NH:17][C:18]2[S:19][CH:20]=[C:21]([CH2:23][CH2:24][S:37][C:33]3[N:32]([CH3:31])[CH:36]=[CH:35][N:34]=3)[N:22]=2)=[O:30])=[O:7])[CH2:2][CH2:3][CH2:4][CH2:5]1. The yield is 0.430. The reactants are [CH:1]1([C:6]([C:8]2[CH:13]=[C:12]([CH3:14])[CH:11]=[CH:10][C:9]=2[NH:15][C:16](=[O:30])[NH:17][C:18]2[S:19][CH:20]=[C:21]([CH2:23][CH2:24]OS(C)(=O)=O)[N:22]=2)=[O:7])[CH2:5][CH2:4][CH2:3][CH2:2]1.[CH3:31][N:32]1[CH:36]=[CH:35][N:34]=[C:33]1[SH:37]. No catalyst specified. (4) The reactants are [OH:1][C:2]1[N:10]=[CH:9][CH:8]=[CH:7][C:3]=1[C:4]([OH:6])=[O:5].[OH:11][S:12](O)(=[O:14])=[O:13].O=S(=O)=O. No catalyst specified. The product is [OH:1][C:2]1[N:10]=[CH:9][C:8]([S:12]([OH:14])(=[O:13])=[O:11])=[CH:7][C:3]=1[C:4]([OH:6])=[O:5]. The yield is 0.830.